Dataset: NCI-60 drug combinations with 297,098 pairs across 59 cell lines. Task: Regression. Given two drug SMILES strings and cell line genomic features, predict the synergy score measuring deviation from expected non-interaction effect. (1) Drug 1: C1=NC2=C(N1)C(=S)N=CN2. Drug 2: C1=NC2=C(N=C(N=C2N1C3C(C(C(O3)CO)O)F)Cl)N. Cell line: DU-145. Synergy scores: CSS=-2.00, Synergy_ZIP=-0.464, Synergy_Bliss=0.906, Synergy_Loewe=-1.49, Synergy_HSA=-1.02. (2) Drug 1: CC1=C2C(C(=O)C3(C(CC4C(C3C(C(C2(C)C)(CC1OC(=O)C(C(C5=CC=CC=C5)NC(=O)OC(C)(C)C)O)O)OC(=O)C6=CC=CC=C6)(CO4)OC(=O)C)O)C)O. Drug 2: CC1=C(C(=CC=C1)Cl)NC(=O)C2=CN=C(S2)NC3=CC(=NC(=N3)C)N4CCN(CC4)CCO. Cell line: NCI-H226. Synergy scores: CSS=5.02, Synergy_ZIP=-3.14, Synergy_Bliss=-1.75, Synergy_Loewe=-1.78, Synergy_HSA=-0.638. (3) Drug 1: C1=C(C(=O)NC(=O)N1)N(CCCl)CCCl. Drug 2: C1CC(=O)NC(=O)C1N2C(=O)C3=CC=CC=C3C2=O. Cell line: OVCAR3. Synergy scores: CSS=7.53, Synergy_ZIP=4.37, Synergy_Bliss=8.00, Synergy_Loewe=-9.85, Synergy_HSA=-0.692. (4) Drug 1: CC12CCC(CC1=CCC3C2CCC4(C3CC=C4C5=CN=CC=C5)C)O. Drug 2: C1=CC=C(C(=C1)C(C2=CC=C(C=C2)Cl)C(Cl)Cl)Cl. Cell line: 786-0. Synergy scores: CSS=17.9, Synergy_ZIP=1.20, Synergy_Bliss=7.13, Synergy_Loewe=-2.27, Synergy_HSA=6.55. (5) Drug 1: CC=C1C(=O)NC(C(=O)OC2CC(=O)NC(C(=O)NC(CSSCCC=C2)C(=O)N1)C(C)C)C(C)C. Drug 2: CN(CCCl)CCCl.Cl. Cell line: HCT116. Synergy scores: CSS=88.5, Synergy_ZIP=-1.57, Synergy_Bliss=-5.67, Synergy_Loewe=-4.14, Synergy_HSA=-1.55. (6) Drug 1: CC1C(C(=O)NC(C(=O)N2CCCC2C(=O)N(CC(=O)N(C(C(=O)O1)C(C)C)C)C)C(C)C)NC(=O)C3=C4C(=C(C=C3)C)OC5=C(C(=O)C(=C(C5=N4)C(=O)NC6C(OC(=O)C(N(C(=O)CN(C(=O)C7CCCN7C(=O)C(NC6=O)C(C)C)C)C)C(C)C)C)N)C. Drug 2: CC1C(C(CC(O1)OC2CC(CC3=C2C(=C4C(=C3O)C(=O)C5=C(C4=O)C(=CC=C5)OC)O)(C(=O)CO)O)N)O.Cl. Cell line: COLO 205. Synergy scores: CSS=48.6, Synergy_ZIP=13.1, Synergy_Bliss=13.9, Synergy_Loewe=13.9, Synergy_HSA=14.5.